This data is from Reaction yield outcomes from USPTO patents with 853,638 reactions. The task is: Predict the reaction yield, written as a fraction of the theoretical maximum amount of product (1.0 means a 100% yield; for example, 0.34 means a 34% yield). The reactants are [CH3:1][N:2]([CH3:45])[CH2:3][CH2:4][N:5]1[CH2:10][CH2:9][N:8]([C:11]([C:13]2[CH:18]=[CH:17][CH:16]=[C:15]([C:19]3[CH:20]=[C:21]4[C:27]([C:28]5[CH:33]=[C:32]([F:34])[CH:31]=[CH:30][C:29]=5[O:35][CH3:36])=[N:26][N:25](COCC[Si](C)(C)C)[C:22]4=[N:23][CH:24]=3)[CH:14]=2)=[O:12])[CH2:7][CH2:6]1.[OH-].[Na+]. The catalyst is Cl(O)(=O)(=O)=O.CO. The product is [CH3:1][N:2]([CH3:45])[CH2:3][CH2:4][N:5]1[CH2:10][CH2:9][N:8]([C:11]([C:13]2[CH:18]=[CH:17][CH:16]=[C:15]([C:19]3[CH:20]=[C:21]4[C:27]([C:28]5[CH:33]=[C:32]([F:34])[CH:31]=[CH:30][C:29]=5[O:35][CH3:36])=[N:26][NH:25][C:22]4=[N:23][CH:24]=3)[CH:14]=2)=[O:12])[CH2:7][CH2:6]1. The yield is 0.640.